Dataset: Reaction yield outcomes from USPTO patents with 853,638 reactions. Task: Predict the reaction yield, written as a fraction of the theoretical maximum amount of product (1.0 means a 100% yield; for example, 0.34 means a 34% yield). The reactants are [NH:1]1[CH2:6][CH2:5][CH:4]([CH2:7][N:8]2[CH2:13][CH2:12][CH:11]([CH2:14][NH:15][C:16]([C:18]3[C:26]4[N:25]=[C:24]([CH:27]([CH3:29])[CH3:28])[NH:23][C:22]=4[CH:21]=[CH:20][CH:19]=3)=[O:17])[CH2:10][CH2:9]2)[CH2:3][CH2:2]1.C(N(CC)C(C)C)(C)C.Cl[C:40]([O:42][C:43]1[CH:48]=[CH:47][CH:46]=[CH:45][CH:44]=1)=[O:41]. The catalyst is ClCCl. The product is [C:43]1([O:42][C:40]([N:1]2[CH2:2][CH2:3][CH:4]([CH2:7][N:8]3[CH2:9][CH2:10][CH:11]([CH2:14][NH:15][C:16]([C:18]4[C:26]5[N:25]=[C:24]([CH:27]([CH3:29])[CH3:28])[NH:23][C:22]=5[CH:21]=[CH:20][CH:19]=4)=[O:17])[CH2:12][CH2:13]3)[CH2:5][CH2:6]2)=[O:41])[CH:48]=[CH:47][CH:46]=[CH:45][CH:44]=1. The yield is 0.240.